This data is from Reaction yield outcomes from USPTO patents with 853,638 reactions. The task is: Predict the reaction yield, written as a fraction of the theoretical maximum amount of product (1.0 means a 100% yield; for example, 0.34 means a 34% yield). (1) The catalyst is C(Cl)Cl. The reactants are O.ON1C2C=CC=CC=2N=N1.[CH2:12]([O:14][C:15](=[O:19])[CH2:16][CH2:17][NH2:18])[CH3:13].Cl.CN(C)CCCN=C=NCC.[K+].[S:33]1[C:37]2[CH:38]=[CH:39][CH:40]=[CH:41][C:36]=2[N:35]=[C:34]1[O:42][C:43]1[CH:60]=[CH:59][C:46]([O:47][CH2:48][CH2:49][N:50]2[CH2:55][CH2:54][CH:53]([C:56]([O-])=[O:57])[CH2:52][CH2:51]2)=[CH:45][CH:44]=1. The yield is 0.480. The product is [CH2:12]([O:14][C:15](=[O:19])[CH2:16][CH2:17][NH:18][C:56]([CH:53]1[CH2:52][CH2:51][N:50]([CH2:49][CH2:48][O:47][C:46]2[CH:45]=[CH:44][C:43]([O:42][C:34]3[S:33][C:37]4[CH:38]=[CH:39][CH:40]=[CH:41][C:36]=4[N:35]=3)=[CH:60][CH:59]=2)[CH2:55][CH2:54]1)=[O:57])[CH3:13]. (2) The reactants are [Br:1][C:2]1[C:3]([F:29])=[CH:4][C:5]2[CH:11]3[CH2:12][CH:9]([CH2:10]3)[N:8]3[C:13]([CH:20]([OH:27])[C:21]4[N:25]([CH3:26])[N:24]=[CH:23][CH:22]=4)=[C:14]([C:16]([O:18]C)=O)[N:15]=[C:7]3[C:6]=2[CH:28]=1.C[O-].[Na+].C([NH2:35])=O. No catalyst specified. The product is [Br:1][C:2]1[C:3]([F:29])=[CH:4][C:5]2[CH:11]3[CH2:12][CH:9]([CH2:10]3)[N:8]3[C:13]([CH:20]([OH:27])[C:21]4[N:25]([CH3:26])[N:24]=[CH:23][CH:22]=4)=[C:14]([C:16]([NH2:35])=[O:18])[N:15]=[C:7]3[C:6]=2[CH:28]=1. The yield is 0.900. (3) The product is [CH3:29][O:28][CH2:27][CH2:26][O:14][C:11]1[CH:12]=[CH:13][C:8]([C:4]2[CH:3]=[C:2]([NH2:1])[N:6]([CH3:7])[N:5]=2)=[CH:9][CH:10]=1. The yield is 1.20. The reactants are [NH2:1][C:2]1[N:6]([CH3:7])[N:5]=[C:4]([C:8]2[CH:13]=[CH:12][C:11]([OH:14])=[CH:10][CH:9]=2)[CH:3]=1.CS(C)=O.C([O-])([O-])=O.[Cs+].[Cs+].Br[CH2:26][CH2:27][O:28][CH3:29]. The catalyst is O. (4) The reactants are O1CCCC1.[Cl:6][C:7]1[C:8]([CH:23]([S:32]([C:35]2[CH:40]=[CH:39][C:38]([Cl:41])=[CH:37][CH:36]=2)(=[O:34])=[O:33])[C:24]2[CH:29]=[C:28]([F:30])[CH:27]=[CH:26][C:25]=2[F:31])=[CH:9][C:10]([NH:13][S:14]([CH2:17][C:18](OCC)=[O:19])(=[O:16])=[O:15])=[N:11][CH:12]=1.[H-].[Al+3].[Li+].[H-].[H-].[H-].[Cl-].[NH4+]. The catalyst is CCCCCC.CCOCC. The product is [Cl:6][C:7]1[C:8]([CH:23]([S:32]([C:35]2[CH:36]=[CH:37][C:38]([Cl:41])=[CH:39][CH:40]=2)(=[O:34])=[O:33])[C:24]2[CH:29]=[C:28]([F:30])[CH:27]=[CH:26][C:25]=2[F:31])=[CH:9][C:10]([NH:13][S:14]([CH2:17][CH2:18][OH:19])(=[O:16])=[O:15])=[N:11][CH:12]=1. The yield is 0.630.